This data is from Catalyst prediction with 721,799 reactions and 888 catalyst types from USPTO. The task is: Predict which catalyst facilitates the given reaction. (1) Reactant: [Cl:1][CH2:2][C:3]([NH:5][OH:6])=[NH:4].[CH3:7][C:8]([CH3:14])([CH3:13])[CH2:9][C:10](Cl)=O.C(N(CC)CC)C.[Cl-].[Na+]. Product: [Cl:1][CH2:2][C:3]1[N:4]=[C:10]([CH2:9][C:8]([CH3:14])([CH3:13])[CH3:7])[O:6][N:5]=1. The catalyst class is: 9. (2) Reactant: [OH:1][C:2]1[CH:3]=[C:4]([CH:15]=[C:16]([O:18][C@H:19]2[CH2:23][CH2:22][N:21]([CH3:24])[C:20]2=[O:25])[CH:17]=1)[C:5]([NH:7][C:8]1[CH:13]=[N:12][C:11]([CH3:14])=[CH:10][N:9]=1)=[O:6].[Cl:26][C:27]1[CH:28]=[C:29]([CH:35]=[CH:36][C:37]=1F)[C:30]([N:32]([CH3:34])[CH3:33])=[O:31].C(=O)([O-])[O-].[K+].[K+]. Product: [Cl:26][C:27]1[CH:28]=[C:29]([C:30](=[O:31])[N:32]([CH3:33])[CH3:34])[CH:35]=[CH:36][C:37]=1[O:1][C:2]1[CH:3]=[C:4]([CH:15]=[C:16]([O:18][C@H:19]2[CH2:23][CH2:22][N:21]([CH3:24])[C:20]2=[O:25])[CH:17]=1)[C:5]([NH:7][C:8]1[CH:13]=[N:12][C:11]([CH3:14])=[CH:10][N:9]=1)=[O:6]. The catalyst class is: 80. (3) Reactant: CCN(C(C)C)C(C)C.[Br:10][C:11]1[CH:12]=[CH:13][CH:14]=[C:15]2[C:20]=1[O:19][C:18](=[O:21])[C:17]([C:22]([OH:24])=O)=[CH:16]2.CN(C(ON1N=NC2C=CC=NC1=2)=[N+](C)C)C.F[P-](F)(F)(F)(F)F.[N:49]1[C:50]([C:58]2[CH:59]=[C:60]([NH2:64])[CH:61]=[CH:62][CH:63]=2)=[CH:51][N:52]2[CH:57]=[CH:56][CH:55]=[CH:54][C:53]=12. Product: [N:49]1[C:50]([C:58]2[CH:59]=[C:60]([NH:64][C:22]([C:17]3[C:18](=[O:21])[O:19][C:20]4[C:15]([CH:16]=3)=[CH:14][CH:13]=[CH:12][C:11]=4[Br:10])=[O:24])[CH:61]=[CH:62][CH:63]=2)=[CH:51][N:52]2[CH:57]=[CH:56][CH:55]=[CH:54][C:53]=12. The catalyst class is: 3. (4) Reactant: [F:1][C:2]1[CH:7]=[C:6](I)[CH:5]=[CH:4][C:3]=1[N:9]1[CH:14]=[C:13]([O:15][CH3:16])[C:12](=[O:17])[C:11]([C:18]2[N:22]([C:23]3[CH:28]=[CH:27][CH:26]=[CH:25][CH:24]=3)[N:21]=[CH:20][CH:19]=2)=[N:10]1.Cl.[F:30][C:31]([F:38])([F:37])[CH:32]1[CH2:36][CH2:35][NH:34][CH2:33]1.CC([O-])(C)C.[Na+].CC1(C)C2C(=C(P(C3C=CC=CC=3)C3C=CC=CC=3)C=CC=2)OC2C(P(C3C=CC=CC=3)C3C=CC=CC=3)=CC=CC1=2. Product: [F:1][C:2]1[CH:7]=[C:6]([N:34]2[CH2:35][CH2:36][CH:32]([C:31]([F:38])([F:37])[F:30])[CH2:33]2)[CH:5]=[CH:4][C:3]=1[N:9]1[CH:14]=[C:13]([O:15][CH3:16])[C:12](=[O:17])[C:11]([C:18]2[N:22]([C:23]3[CH:28]=[CH:27][CH:26]=[CH:25][CH:24]=3)[N:21]=[CH:20][CH:19]=2)=[N:10]1. The catalyst class is: 62. (5) Reactant: C([O-])(O)=O.[Na+].[Br:6][C:7]1[CH:8]=[C:9]([N+:21]([O-])=O)[C:10]([NH:13][CH2:14][CH2:15][N:16]2[CH2:20][CH2:19][CH2:18][CH2:17]2)=[N:11][CH:12]=1.Cl. Product: [Br:6][C:7]1[CH:8]=[C:9]([NH2:21])[C:10]([NH:13][CH2:14][CH2:15][N:16]2[CH2:20][CH2:19][CH2:18][CH2:17]2)=[N:11][CH:12]=1. The catalyst class is: 161. (6) Reactant: C[N:2]([CH:4]=[C:5]1[C:9]2=[C:10]3[C:15](=[CH:16][CH:17]=[C:8]2[NH:7][C:6]1=[O:18])[N:14]=[CH:13][CH:12]=[CH:11]3)[CH3:3].[CH3:19][N:20]([CH2:22][C:23]1[CH:29]=[CH:28]C(N)=[CH:25][CH:24]=1)[CH3:21].Cl. Product: [CH3:19][N:20]([CH2:22][C:23]1[CH:29]=[CH:28][C:3]([NH:2]/[CH:4]=[C:5]2\[C:6](=[O:18])[NH:7][C:8]3[C:9]\2=[C:10]2[C:15](=[CH:16][CH:17]=3)[N:14]=[CH:13][CH:12]=[CH:11]2)=[CH:25][CH:24]=1)[CH3:21]. The catalyst class is: 8.